This data is from Full USPTO retrosynthesis dataset with 1.9M reactions from patents (1976-2016). The task is: Predict the reactants needed to synthesize the given product. (1) Given the product [ClH:8].[Cl:9][C:3]1[N:4]=[CH:5][N:6]=[C:7]([NH:16][C:15]2[CH:17]=[CH:18][C:12]([C:11]([F:10])([F:19])[F:20])=[CH:13][CH:14]=2)[C:2]=1[NH2:1], predict the reactants needed to synthesize it. The reactants are: [NH2:1][C:2]1[C:3]([Cl:9])=[N:4][CH:5]=[N:6][C:7]=1[Cl:8].[F:10][C:11]([F:20])([F:19])[C:12]1[CH:18]=[CH:17][C:15]([NH2:16])=[CH:14][CH:13]=1.Cl. (2) Given the product [F:27][C:25]1[CH:24]=[C:23]([F:28])[CH:22]=[C:21]2[C:26]=1[C:17]([NH:16][C:4]1[C:5]([C:8]3[CH:13]=[CH:12][C:11]([O:14][CH3:15])=[CH:10][CH:9]=3)=[N:6][CH:7]=[C:2]([N:76]3[CH2:81][CH2:80][O:79][CH2:78][CH2:77]3)[CH:3]=1)=[C:18]([CH3:35])[C:19]([C:29]1[CH:34]=[CH:33][CH:32]=[CH:31][N:30]=1)=[N:20]2, predict the reactants needed to synthesize it. The reactants are: Br[C:2]1[CH:3]=[C:4]([NH:16][C:17]2[C:26]3[C:21](=[CH:22][C:23]([F:28])=[CH:24][C:25]=3[F:27])[N:20]=[C:19]([C:29]3[CH:34]=[CH:33][CH:32]=[CH:31][N:30]=3)[C:18]=2[CH3:35])[C:5]([C:8]2[CH:13]=[CH:12][C:11]([O:14][CH3:15])=[CH:10][CH:9]=2)=[N:6][CH:7]=1.C1(P(C2CCCCC2)C2(C(C)C)CC(C(C)C)=CC(C(C)C)=C2C2C=CC=CC=2)CCCCC1.CC(C)([O-])C.[Na+].[NH:76]1[CH2:81][CH2:80][O:79][CH2:78][CH2:77]1.C([O-])([O-])=O.[Na+].[Na+].